Task: Predict the reactants needed to synthesize the given product.. Dataset: Full USPTO retrosynthesis dataset with 1.9M reactions from patents (1976-2016) Given the product [Cl-:2].[C:38]([C@H:37]([N:36]([CH2:43][CH2:44][CH2:45][N+:46]12[CH2:47][CH2:48][N:49]([CH2:50][CH2:51]1)[CH2:52][CH2:53]2)[S:33]([C:29]1[CH:28]=[C:27]([F:54])[C:26]([CH2:25][S:24][C:15]2[N:16]([C:17]3[CH:18]=[CH:19][C:20]([F:23])=[CH:21][CH:22]=3)[C:12]([C:9]([C:6]3[CH:7]=[CH:8][C:3]([Cl:2])=[C:4]([O:55][CH3:56])[CH:5]=3)([CH3:10])[CH3:11])=[CH:13][N:14]=2)=[C:31]([F:32])[CH:30]=1)(=[O:34])=[O:35])[CH3:42])([OH:40])=[O:39], predict the reactants needed to synthesize it. The reactants are: [Br-].[Cl:2][C:3]1[CH:8]=[CH:7][C:6]([C:9]([C:12]2[N:16]([C:17]3[CH:22]=[CH:21][C:20]([F:23])=[CH:19][CH:18]=3)[C:15]([S:24][CH2:25][C:26]3[C:31]([F:32])=[CH:30][C:29]([S:33]([N:36]([CH2:43][CH2:44][CH2:45][N+:46]45[CH2:53][CH2:52][N:49]([CH2:50][CH2:51]4)[CH2:48][CH2:47]5)[C@H:37]([CH3:42])[C:38]([O:40]C)=[O:39])(=[O:35])=[O:34])=[CH:28][C:27]=3[F:54])=[N:14][CH:13]=2)([CH3:11])[CH3:10])=[CH:5][C:4]=1[O:55][CH3:56].[Li+].[OH-].